From a dataset of Full USPTO retrosynthesis dataset with 1.9M reactions from patents (1976-2016). Predict the reactants needed to synthesize the given product. (1) The reactants are: [OH:1][C:2]1[CH:12]=[CH:11][C:5]([CH:6]([OH:10])[C:7]([OH:9])=[O:8])=[CH:4][CH:3]=1.CO[C:15](OC)([CH3:17])[CH3:16].B(F)(F)F.CCOCC.C(N(CC)CC)C. Given the product [OH:1][C:2]1[CH:12]=[CH:11][C:5]([CH:6]2[O:10][C:15]([CH3:17])([CH3:16])[O:8][C:7]2=[O:9])=[CH:4][CH:3]=1, predict the reactants needed to synthesize it. (2) Given the product [CH2:1]1[C:10]2[C:5](=[CH:6][C:7]([OH:12])=[CH:8][C:9]=2[OH:11])[O:4][C@H:3]([C:13]2[CH:18]=[C:18]3[C:13]([C@@H:3]4[O:4][C:5]5[C:10](=[C:9]([OH:11])[CH:8]=[C:7]([OH:12])[CH:6]=5)[CH2:1][C@@H:2]4[O:22][C:23]([C:25]4[CH:26]=[C:27]([OH:33])[C:28]([OH:32])=[C:29]([OH:31])[CH:30]=4)=[O:24])=[CH:14][C:15]([OH:21])=[C:16]([OH:20])[C:17]3=[C:16]([OH:20])[C:15](=[O:21])[CH:14]=2)[C@@H:2]1[OH:22], predict the reactants needed to synthesize it. The reactants are: [CH2:1]1[C:10]2[C:5](=[CH:6][C:7]([OH:12])=[CH:8][C:9]=2[OH:11])[O:4][C@H:3]([C:13]2[CH:18]=[C:17](O)[C:16]([OH:20])=[C:15]([OH:21])[CH:14]=2)[C@@H:2]1[O:22][C:23]([C:25]1[CH:30]=[C:29]([OH:31])[C:28]([OH:32])=[C:27]([OH:33])[CH:26]=1)=[O:24].OO. (3) Given the product [CH2:1]([O:3][C:4]([N:6]1[CH2:12][CH2:11][C:10]2[CH:13]=[C:14]([C:18](=[O:19])[C:17]([F:28])([F:27])[F:16])[S:15][C:9]=2[CH2:8][CH2:7]1)=[O:5])[CH3:2], predict the reactants needed to synthesize it. The reactants are: [CH2:1]([O:3][C:4]([N:6]1[CH2:12][CH2:11][C:10]2[CH:13]=[CH:14][S:15][C:9]=2[CH2:8][CH2:7]1)=[O:5])[CH3:2].[F:16][C:17]([F:28])([F:27])[C:18](O[C:18](=[O:19])[C:17]([F:28])([F:27])[F:16])=[O:19].[Al+3].[Cl-].[Cl-].[Cl-].